From a dataset of NCI-60 drug combinations with 297,098 pairs across 59 cell lines. Regression. Given two drug SMILES strings and cell line genomic features, predict the synergy score measuring deviation from expected non-interaction effect. (1) Drug 2: CC12CCC3C(C1CCC2OP(=O)(O)O)CCC4=C3C=CC(=C4)OC(=O)N(CCCl)CCCl.[Na+]. Cell line: SN12C. Synergy scores: CSS=14.6, Synergy_ZIP=-11.3, Synergy_Bliss=-8.62, Synergy_Loewe=-9.90, Synergy_HSA=-7.11. Drug 1: C1=CC(=CC=C1CCCC(=O)O)N(CCCl)CCCl. (2) Drug 1: C1=CC(=CC=C1CC(C(=O)O)N)N(CCCl)CCCl.Cl. Drug 2: C1=NC2=C(N1)C(=S)N=C(N2)N. Cell line: COLO 205. Synergy scores: CSS=67.0, Synergy_ZIP=-6.61, Synergy_Bliss=-8.36, Synergy_Loewe=-8.05, Synergy_HSA=-2.80. (3) Drug 1: C1=NC2=C(N=C(N=C2N1C3C(C(C(O3)CO)O)O)F)N. Drug 2: CC12CCC3C(C1CCC2OP(=O)(O)O)CCC4=C3C=CC(=C4)OC(=O)N(CCCl)CCCl.[Na+]. Synergy scores: CSS=9.63, Synergy_ZIP=-3.12, Synergy_Bliss=-3.55, Synergy_Loewe=-7.75, Synergy_HSA=-7.79. Cell line: IGROV1.